This data is from Reaction yield outcomes from USPTO patents with 853,638 reactions. The task is: Predict the reaction yield, written as a fraction of the theoretical maximum amount of product (1.0 means a 100% yield; for example, 0.34 means a 34% yield). (1) The reactants are F[C:2]1[CH:10]=[CH:9][C:5]([C:6]([OH:8])=[O:7])=[CH:4][C:3]=1[N+:11]([O-:13])=[O:12].[OH:14][C:15]1[CH:24]=[CH:23][CH:22]=[CH:21][C:16]=1[C:17]([O:19][CH3:20])=[O:18].C([O-])([O-])=O.[Cs+].[Cs+]. The catalyst is C(#N)C.CCOC(C)=O. The product is [CH3:20][O:19][C:17]([C:16]1[CH:21]=[CH:22][CH:23]=[CH:24][C:15]=1[O:14][C:2]1[CH:10]=[CH:9][C:5]([C:6]([OH:8])=[O:7])=[CH:4][C:3]=1[N+:11]([O-:13])=[O:12])=[O:18]. The yield is 0.880. (2) The yield is 0.840. The product is [C:2]1([C:1]2([C:9]3[CH:10]=[CH:11][C:12]([C:13]([O:15][CH3:16])=[O:14])=[CH:17][CH:18]=3)[O:21][CH2:20][CH2:19][O:8]2)[CH:3]=[CH:4][CH:5]=[CH:6][CH:7]=1. The catalyst is C1(C)C=CC=CC=1. The reactants are [C:1]([C:9]1[CH:18]=[CH:17][C:12]([C:13]([O:15][CH3:16])=[O:14])=[CH:11][CH:10]=1)(=[O:8])[C:2]1[CH:7]=[CH:6][CH:5]=[CH:4][CH:3]=1.[CH2:19](O)[CH2:20][OH:21].C[Si](C(O)C(O)[Si](C)(C)C)(C)C.